From a dataset of Catalyst prediction with 721,799 reactions and 888 catalyst types from USPTO. Predict which catalyst facilitates the given reaction. Product: [C:17]([NH:16][C@H:15]([C:14]([O:13][CH2:12][CH2:11][CH2:10][C:9]([OH:28])=[O:8])=[O:27])[CH:24]([CH3:26])[CH3:25])([O:19][C:20]([CH3:23])([CH3:22])[CH3:21])=[O:18]. Reactant: C([O:8][C:9](=[O:28])[CH2:10][CH2:11][CH2:12][O:13][C:14](=[O:27])[C@H:15]([CH:24]([CH3:26])[CH3:25])[NH:16][C:17]([O:19][C:20]([CH3:23])([CH3:22])[CH3:21])=[O:18])C1C=CC=CC=1. The catalyst class is: 407.